This data is from NCI-60 drug combinations with 297,098 pairs across 59 cell lines. The task is: Regression. Given two drug SMILES strings and cell line genomic features, predict the synergy score measuring deviation from expected non-interaction effect. Drug 1: CC1OCC2C(O1)C(C(C(O2)OC3C4COC(=O)C4C(C5=CC6=C(C=C35)OCO6)C7=CC(=C(C(=C7)OC)O)OC)O)O. Drug 2: CCC1(CC2CC(C3=C(CCN(C2)C1)C4=CC=CC=C4N3)(C5=C(C=C6C(=C5)C78CCN9C7C(C=CC9)(C(C(C8N6C)(C(=O)OC)O)OC(=O)C)CC)OC)C(=O)OC)O.OS(=O)(=O)O. Cell line: MCF7. Synergy scores: CSS=48.3, Synergy_ZIP=1.07, Synergy_Bliss=1.79, Synergy_Loewe=2.93, Synergy_HSA=5.34.